Predict the reaction yield, written as a fraction of the theoretical maximum amount of product (1.0 means a 100% yield; for example, 0.34 means a 34% yield). From a dataset of Reaction yield outcomes from USPTO patents with 853,638 reactions. (1) The yield is 0.890. The reactants are [Cl:1][C:2]1[C:7]2[CH:8]=[C:9]([C:11](=[O:13])[CH3:12])[O:10][C:6]=2[CH:5]=[CH:4][N:3]=1.[Li+].C[Si]([N-][Si](C)(C)C)(C)C.C[Si](Cl)(C)C.C(=O)(O)[O-].[Na+].C1C(=O)N([Br:41])C(=O)C1. The product is [Br:41][CH2:12][C:11]([C:9]1[O:10][C:6]2[CH:5]=[CH:4][N:3]=[C:2]([Cl:1])[C:7]=2[CH:8]=1)=[O:13]. The catalyst is C1COCC1.C(OCC)(=O)C. (2) The reactants are CC(OI1(OC(C)=O)(OC(C)=O)OC(=O)C2C=CC=CC1=2)=O.[OH:23][CH2:24][CH2:25][CH2:26][CH2:27][C:28]([O:30][CH3:31])=[O:29]. The catalyst is C(Cl)Cl. The product is [O:23]=[CH:24][CH2:25][CH2:26][CH2:27][C:28]([O:30][CH3:31])=[O:29]. The yield is 0.810.